Dataset: Forward reaction prediction with 1.9M reactions from USPTO patents (1976-2016). Task: Predict the product of the given reaction. (1) Given the reactants [C:1]([C:5]1[CH:6]=[C:7]([CH:25]=[C:26]([C:28]([CH3:31])([CH3:30])[CH3:29])[CH:27]=1)[CH2:8][C@H:9]1[CH2:14][C@H:13]([C:15]2[O:19][NH:18][C:17](=[O:20])[CH:16]=2)[CH2:12][CH2:11][N:10]1C(OC)=O)([CH3:4])([CH3:3])[CH3:2].Br, predict the reaction product. The product is: [C:28]([C:26]1[CH:25]=[C:7]([CH:6]=[C:5]([C:1]([CH3:4])([CH3:3])[CH3:2])[CH:27]=1)[CH2:8][C@H:9]1[CH2:14][C@H:13]([C:15]2[O:19][NH:18][C:17](=[O:20])[CH:16]=2)[CH2:12][CH2:11][NH:10]1)([CH3:30])([CH3:31])[CH3:29]. (2) Given the reactants [C:1]([OH:4])(=[O:3])[CH3:2].C[O:6][C:7]1C=C(CC2C=NC(N)=NC=2N)[CH:10]=[CH:11][C:12]=1[O:13][CH2:14][CH2:15][NH:16][C:17]1[CH:18]=CC(S(C2C=CC(N)=CC=2)(=O)=O)=CC=1, predict the reaction product. The product is: [CH3:10][CH2:11][CH2:12][CH2:7][O:6][CH2:2][CH2:1][OH:4].[NH:16]([CH2:15][CH2:14][OH:13])[CH2:17][CH2:18][OH:3].